Predict the reaction yield, written as a fraction of the theoretical maximum amount of product (1.0 means a 100% yield; for example, 0.34 means a 34% yield). From a dataset of Reaction yield outcomes from USPTO patents with 853,638 reactions. (1) The reactants are [Cl:1][C:2]1[CH:3]=[CH:4][C:5]([O:8][CH:9]2[CH2:14][CH2:13][N:12]([S:15]([CH2:18][C:19]3([CH2:26][CH2:27][CH2:28][NH:29]C(=O)OC(C)(C)C)[C:23](=[O:24])[NH:22][C:21](=[O:25])[NH:20]3)(=[O:17])=[O:16])[CH2:11][CH2:10]2)=[N:6][CH:7]=1.[C:37]([OH:43])([C:39]([F:42])([F:41])[F:40])=[O:38]. The catalyst is C(Cl)Cl. The product is [F:40][C:39]([F:42])([F:41])[C:37]([OH:43])=[O:38].[NH2:29][CH2:28][CH2:27][CH2:26][C:19]1([CH2:18][S:15]([N:12]2[CH2:13][CH2:14][CH:9]([O:8][C:5]3[CH:4]=[CH:3][C:2]([Cl:1])=[CH:7][N:6]=3)[CH2:10][CH2:11]2)(=[O:16])=[O:17])[NH:20][C:21](=[O:25])[NH:22][C:23]1=[O:24]. The yield is 0.930. (2) The reactants are [Cl:1][C:2]1[CH:7]=[CH:6][C:5]([C:8]2[C:13]([CH3:14])=[N:12][NH:11][C:10](=O)[C:9]=2[C:16]2[C:21]([F:22])=[CH:20][C:19]([F:23])=[CH:18][C:17]=2[F:24])=[CH:4][CH:3]=1.O=P(Cl)(Cl)[Cl:27]. No catalyst specified. The product is [Cl:27][C:10]1[N:11]=[N:12][C:13]([CH3:14])=[C:8]([C:5]2[CH:6]=[CH:7][C:2]([Cl:1])=[CH:3][CH:4]=2)[C:9]=1[C:16]1[C:21]([F:22])=[CH:20][C:19]([F:23])=[CH:18][C:17]=1[F:24]. The yield is 0.640. (3) The reactants are [CH3:1][CH:2]1[CH2:7][O:6][CH:5]([C:8]([OH:10])=O)[O:4][CH2:3]1.C1C=CC(P(C2C=CC=CC=2)C2C=CC=CC=2)=CC=1.C1C(=O)N(Cl)C(=O)C1.[CH3:38][O:39][C:40]([C:42]1[S:43][C:44]([C:51]2[CH:56]=[CH:55][CH:54]=[CH:53][CH:52]=2)=[CH:45][C:46]=1[NH:47][CH:48]([CH3:50])[CH3:49])=[O:41]. The catalyst is ClCCCl. The product is [CH3:38][O:39][C:40]([C:42]1[S:43][C:44]([C:51]2[CH:52]=[CH:53][CH:54]=[CH:55][CH:56]=2)=[CH:45][C:46]=1[N:47]([CH:48]([CH3:50])[CH3:49])[C:8]([CH:5]1[O:4][CH2:3][CH:2]([CH3:1])[CH2:7][O:6]1)=[O:10])=[O:41]. The yield is 0.350. (4) The reactants are [CH3:1][O:2][C:3]([C:5]1[CH:10]=[CH:9][C:8]([C:11]2[C:12]([CH3:42])([CH3:41])[C@H:13]3[C@:26]([CH3:29])([CH2:27][CH:28]=2)[C@@H:25]2[C@:16]([CH3:40])([C@@:17]4([CH3:39])[C@H:22]([CH2:23][CH2:24]2)[C@H:21]2[C@H:30]([C:33]([CH3:35])=[CH2:34])[CH2:31][CH2:32][C@:20]2(C(O)=O)[CH2:19][CH2:18]4)[CH2:15][CH2:14]3)=[CH:7][CH:6]=1)=[O:4].C([N:45]([CH2:48]C)CC)C.C1(P(N=[N+]=[N-])(C2C=CC=CC=2)=[O:57])C=CC=CC=1. The catalyst is O1CCOCC1.CCOC(C)=O. The product is [N:45]([C@:20]12[CH2:32][CH2:31][C@@H:30]([C:33]([CH3:35])=[CH2:34])[C@@H:21]1[C@@H:22]1[C@@:17]([CH3:39])([CH2:18][CH2:19]2)[C@@:16]2([CH3:40])[C@@H:25]([C@:26]3([CH3:29])[C@@H:13]([CH2:14][CH2:15]2)[C:12]([CH3:41])([CH3:42])[C:11]([C:8]2[CH:9]=[CH:10][C:5]([C:3]([O:2][CH3:1])=[O:4])=[CH:6][CH:7]=2)=[CH:28][CH2:27]3)[CH2:24][CH2:23]1)=[C:48]=[O:57]. The yield is 0.860. (5) The reactants are [S:1]1[C:5]([C:6]2[C:7]([O:16][C@H:17]3[CH2:54][N:20]4[C:21](=[O:53])[C@@H:22]([NH:45]C(=O)OC(C)(C)C)[CH2:23][CH2:24][CH2:25][CH2:26][CH2:27][CH:28]=[CH:29][C@@H:30]5[CH2:35][C@@:31]5([C:36](=[O:44])[NH:37][S:38]([CH:41]5[CH2:43][CH2:42]5)(=[O:40])=[O:39])[NH:32][C:33](=[O:34])[C@@H:19]4[CH2:18]3)=[N:8][C:9]3[C:14]([N:15]=2)=[CH:13][CH:12]=[CH:11][CH:10]=3)=[CH:4][C:3]2[CH:55]=[CH:56][CH:57]=[CH:58][C:2]1=2.[ClH:59]. The catalyst is C(OCC)(=O)C.O1CCOCC1. The product is [ClH:59].[NH2:45][C@@H:22]1[C:21](=[O:53])[N:20]2[CH2:54][C@H:17]([O:16][C:7]3[C:6]([C:5]4[S:1][C:2]5[CH:58]=[CH:57][CH:56]=[CH:55][C:3]=5[CH:4]=4)=[N:15][C:14]4[C:9](=[CH:10][CH:11]=[CH:12][CH:13]=4)[N:8]=3)[CH2:18][C@H:19]2[C:33](=[O:34])[NH:32][C@:31]2([C:36]([NH:37][S:38]([CH:41]3[CH2:42][CH2:43]3)(=[O:39])=[O:40])=[O:44])[CH2:35][C@H:30]2[CH:29]=[CH:28][CH2:27][CH2:26][CH2:25][CH2:24][CH2:23]1. The yield is 0.960. (6) The yield is 0.660. No catalyst specified. The product is [Cl:27][C:11]1[N:12]=[C:13]2[C:18](=[C:9]([C:1]34[CH2:8][CH2:7][C:4]([CH:5]=[CH:6]3)=[CH:3][CH2:2]4)[CH:10]=1)[NH:17][CH2:16][CH2:15][CH2:14]2. The reactants are [C:1]12([C:9]3[C:18]4[NH:17][CH2:16][CH2:15][CH2:14][C:13]=4[NH:12][C:11](=O)[CH:10]=3)[CH2:8][CH2:7][C:4]([CH:5]=[CH:6]1)=[CH:3][CH2:2]2.CN(C=O)C.S(Cl)([Cl:27])=O.